Dataset: Buchwald-Hartwig C-N cross coupling reaction yields with 55,370 reactions. Task: Predict the reaction yield, written as a fraction of the theoretical maximum amount of product (1.0 means a 100% yield; for example, 0.34 means a 34% yield). (1) The reactants are Ic1ccccn1.Cc1ccc(N)cc1.O=S(=O)(O[Pd]1c2ccccc2-c2ccccc2N~1)C(F)(F)F.CC(C)c1cc(C(C)C)c(-c2ccccc2P(C(C)(C)C)C(C)(C)C)c(C(C)C)c1.CN1CCCN2CCCN=C12.c1ccc2oncc2c1. No catalyst specified. The product is Cc1ccc(Nc2ccccn2)cc1. The yield is 0.845. (2) The reactants are Ic1ccccn1.Cc1ccc(N)cc1.O=S(=O)(O[Pd]1c2ccccc2-c2ccccc2N~1)C(F)(F)F.CC(C)c1cc(C(C)C)c(-c2ccccc2P(C(C)(C)C)C(C)(C)C)c(C(C)C)c1.CN1CCCN2CCCN=C12.c1ccc(-c2ccno2)cc1. No catalyst specified. The product is Cc1ccc(Nc2ccccn2)cc1. The yield is 0.976. (3) The reactants are Ic1cccnc1.Cc1ccc(N)cc1.O=S(=O)(O[Pd]1c2ccccc2-c2ccccc2N~1)C(F)(F)F.COc1ccc(OC)c(P(C(C)(C)C)C(C)(C)C)c1-c1c(C(C)C)cc(C(C)C)cc1C(C)C.CN1CCCN2CCCN=C12.Cc1ccno1. No catalyst specified. The product is Cc1ccc(Nc2cccnc2)cc1. The yield is 0.922. (4) The reactants are Ic1cccnc1.Cc1ccc(N)cc1.O=S(=O)(O[Pd]1c2ccccc2-c2ccccc2N~1)C(F)(F)F.CC(C)c1cc(C(C)C)c(-c2ccccc2P(C(C)(C)C)C(C)(C)C)c(C(C)C)c1.CCN=P(N=P(N(C)C)(N(C)C)N(C)C)(N(C)C)N(C)C.COC(=O)c1cc(-c2ccco2)on1. No catalyst specified. The product is Cc1ccc(Nc2cccnc2)cc1. The yield is 0.753.